Predict the reaction yield, written as a fraction of the theoretical maximum amount of product (1.0 means a 100% yield; for example, 0.34 means a 34% yield). From a dataset of Reaction yield outcomes from USPTO patents with 853,638 reactions. The reactants are [OH:1][CH:2]([CH:5]([O:18][CH3:19])[C:6]1[CH:11]=[CH:10][C:9]([N:12]2[CH2:17][CH2:16][O:15][CH2:14][CH2:13]2)=[CH:8][CH:7]=1)[C:3]#[N:4].C1(C)C=CC(S([O-])(=O)=O)=CC=1.[NH+]1C=CC=CC=1.[CH:37]([O:39][CH2:40][CH3:41])=[CH2:38].C([O-])(O)=O.[Na+]. The catalyst is C(Cl)Cl.O. The product is [CH2:37]([O:39][CH:40]([O:1][CH:2]([CH:5]([O:18][CH3:19])[C:6]1[CH:7]=[CH:8][C:9]([N:12]2[CH2:13][CH2:14][O:15][CH2:16][CH2:17]2)=[CH:10][CH:11]=1)[C:3]#[N:4])[CH3:41])[CH3:38]. The yield is 0.350.